From a dataset of Forward reaction prediction with 1.9M reactions from USPTO patents (1976-2016). Predict the product of the given reaction. (1) Given the reactants [C:1]1([CH:7]([C:11](O)=O)C(O)=O)[CH:6]=[CH:5][CH:4]=[CH:3][CH:2]=1.O=P(Cl)(Cl)[Cl:16].[Al].[Br:20][C:21]1[CH:27]=[CH:26][C:24]([NH2:25])=[C:23]([CH3:28])[CH:22]=1.[CH2:29]([Cl:31])Cl, predict the reaction product. The product is: [Br:20][C:21]1[CH:27]=[C:26]2[C:24](=[C:23]([CH3:28])[CH:22]=1)[N:25]=[C:11]([Cl:16])[C:7]([C:1]1[CH:6]=[CH:5][CH:4]=[CH:3][CH:2]=1)=[C:29]2[Cl:31]. (2) Given the reactants [Cl:1][C:2]1[CH:3]=[C:4]2[C:8](=[CH:9][CH:10]=1)[N:7]([S:11]([C:14]1[CH:22]=[CH:21][C:17]([C:18](O)=[O:19])=[CH:16][CH:15]=1)(=[O:13])=[O:12])[CH2:6][CH2:5]2.C(Cl)(=O)C(Cl)=O.CN(C=O)C.[NH2:34][C:35]1[CH:44]=[CH:43][C:42]([C:45]#[N:46])=[CH:41][C:36]=1[C:37]([O:39][CH3:40])=[O:38], predict the reaction product. The product is: [Cl:1][C:2]1[CH:3]=[C:4]2[C:8](=[CH:9][CH:10]=1)[N:7]([S:11]([C:14]1[CH:22]=[CH:21][C:17]([C:18]([NH:34][C:35]3[CH:44]=[CH:43][C:42]([C:45]#[N:46])=[CH:41][C:36]=3[C:37]([O:39][CH3:40])=[O:38])=[O:19])=[CH:16][CH:15]=1)(=[O:13])=[O:12])[CH2:6][CH2:5]2.